Dataset: Forward reaction prediction with 1.9M reactions from USPTO patents (1976-2016). Task: Predict the product of the given reaction. Given the reactants [CH2:1]([Cl:10])[C:2]([C:4]1[CH:9]=[CH:8][CH:7]=[CH:6][CH:5]=1)=[O:3].[OH:11][C:12]1[CH:19]=[CH:18][C:15]([CH:16]=O)=[CH:14][C:13]=1[O:20][CH3:21].OC1C=CC(C2SC(NC(=O)CCCCCCC)=NN=2)=CC=1OC, predict the reaction product. The product is: [Cl:10]/[C:1](=[CH:16]/[C:15]1[CH:18]=[CH:19][C:12]([OH:11])=[C:13]([O:20][CH3:21])[CH:14]=1)/[C:2]([C:4]1[CH:9]=[CH:8][CH:7]=[CH:6][CH:5]=1)=[O:3].